Dataset: TCR-epitope binding with 47,182 pairs between 192 epitopes and 23,139 TCRs. Task: Binary Classification. Given a T-cell receptor sequence (or CDR3 region) and an epitope sequence, predict whether binding occurs between them. (1) The epitope is ILHCANFNV. The TCR CDR3 sequence is CASSQYGGTEAFF. Result: 0 (the TCR does not bind to the epitope). (2) The epitope is KLNVGDYFV. The TCR CDR3 sequence is CASDTFAGELFF. Result: 0 (the TCR does not bind to the epitope). (3) The epitope is KAFSPEVIPMF. The TCR CDR3 sequence is CASEDSSDGANYGYTF. Result: 1 (the TCR binds to the epitope). (4) The epitope is RAKFKQLL. The TCR CDR3 sequence is CASSLRAGAADTQYF. Result: 0 (the TCR does not bind to the epitope). (5) The epitope is SLYNTVATL. Result: 0 (the TCR does not bind to the epitope). The TCR CDR3 sequence is CSDLEVSYNEQFF.